Task: Predict the reactants needed to synthesize the given product.. Dataset: Full USPTO retrosynthesis dataset with 1.9M reactions from patents (1976-2016) The reactants are: C([Li])CCC.C(NC(C)C)(C)C.[Br:13][C:14]1[CH:18]=[CH:17][S:16][C:15]=1[Cl:19].CN([CH:23]=[O:24])C. Given the product [Br:13][C:14]1[CH:18]=[C:17]([CH:23]=[O:24])[S:16][C:15]=1[Cl:19], predict the reactants needed to synthesize it.